This data is from Forward reaction prediction with 1.9M reactions from USPTO patents (1976-2016). The task is: Predict the product of the given reaction. (1) The product is: [CH:1]([O:4][C:5]([N:7]1[CH2:12][CH2:11][CH:10]([O:13][C:14]2[C:19]([CH3:20])=[C:18]([NH:33][C:32]3[CH:34]=[CH:35][C:29]([I:28])=[CH:30][C:31]=3[F:36])[N:17]=[CH:16][N:15]=2)[CH2:9][CH2:8]1)=[O:6])([CH3:3])[CH3:2]. Given the reactants [CH:1]([O:4][C:5]([N:7]1[CH2:12][CH2:11][CH:10]([O:13][C:14]2[C:19]([CH3:20])=[C:18](Cl)[N:17]=[CH:16][N:15]=2)[CH2:9][CH2:8]1)=[O:6])([CH3:3])[CH3:2].CC(C)([O-])C.[Na+].[I:28][C:29]1[CH:35]=[CH:34][C:32]([NH2:33])=[C:31]([F:36])[CH:30]=1, predict the reaction product. (2) Given the reactants [Si:1]([O:8][CH2:9][CH:10]([CH2:13][OH:14])[O:11][CH3:12])([C:4]([CH3:7])([CH3:6])[CH3:5])([CH3:3])[CH3:2].[C:15](Cl)(=[O:33])[CH2:16][CH2:17][CH2:18][CH2:19][CH2:20][CH2:21][CH2:22]/[CH:23]=[CH:24]\[CH2:25][CH2:26][CH2:27][CH2:28][CH2:29][CH2:30][CH2:31][CH3:32].N1C=CC=CC=1, predict the reaction product. The product is: [Si:1]([O:8][CH2:9][CH:10]([CH2:13][O:14][C:15](=[O:33])[CH2:16][CH2:17][CH2:18][CH2:19][CH2:20][CH2:21][CH2:22]/[CH:23]=[CH:24]\[CH2:25][CH2:26][CH2:27][CH2:28][CH2:29][CH2:30][CH2:31][CH3:32])[O:11][CH3:12])([C:4]([CH3:7])([CH3:6])[CH3:5])([CH3:3])[CH3:2]. (3) Given the reactants [NH2:1][C:2]1[N:3]([C:9]2[C:14]([Cl:15])=[CH:13][C:12]([C:16]([F:19])([F:18])[F:17])=[CH:11][C:10]=2[Cl:20])[CH:4]=[C:5]([C:7]#[N:8])[CH:6]=1.[I:21]N1C(=O)CCC1=O, predict the reaction product. The product is: [NH2:1][C:2]1[N:3]([C:9]2[C:14]([Cl:15])=[CH:13][C:12]([C:16]([F:19])([F:17])[F:18])=[CH:11][C:10]=2[Cl:20])[CH:4]=[C:5]([C:7]#[N:8])[C:6]=1[I:21]. (4) Given the reactants [Br:1][C:2]1[CH:7]=[CH:6][CH:5]=[CH:4][C:3]=1[CH:8]1[CH2:14][NH:13][C:12](=[O:15])[CH2:11][C:10]2[CH:16]=[CH:17][C:18]([Cl:20])=[CH:19][C:9]1=2.C(=O)([O-])[O-].[Cs+].[Cs+].Br[CH2:28][C:29]([O:31][CH2:32][CH3:33])=[O:30].O, predict the reaction product. The product is: [CH2:32]([O:31][C:29](=[O:30])[CH2:28][N:13]1[C:12](=[O:15])[CH2:11][C:10]2[CH:16]=[CH:17][C:18]([Cl:20])=[CH:19][C:9]=2[CH:8]([C:3]2[CH:4]=[CH:5][CH:6]=[CH:7][C:2]=2[Br:1])[CH2:14]1)[CH3:33].